From a dataset of Reaction yield outcomes from USPTO patents with 853,638 reactions. Predict the reaction yield, written as a fraction of the theoretical maximum amount of product (1.0 means a 100% yield; for example, 0.34 means a 34% yield). (1) The reactants are [CH3:1][N:2]1[C:6]([C:7](=[N:14][O:15][CH2:16][C:17]2[N:22]=[C:21]([CH:23]=O)[CH:20]=[CH:19][CH:18]=2)[C:8]2[CH:13]=[CH:12][CH:11]=[CH:10][CH:9]=2)=[N:5][N:4]=[N:3]1.Cl.[NH2:26][OH:27]. The catalyst is N1C=CC=CC=1. The product is [OH:27][N:26]=[CH:23][C:21]1[N:22]=[C:17]([CH2:16][O:15][N:14]=[C:7]([C:6]2[N:2]([CH3:1])[N:3]=[N:4][N:5]=2)[C:8]2[CH:13]=[CH:12][CH:11]=[CH:10][CH:9]=2)[CH:18]=[CH:19][CH:20]=1. The yield is 0.880. (2) No catalyst specified. The reactants are [NH2:1][C:2]1[CH:3]=[CH:4][C:5]([O:19][CH2:20][CH2:21][CH3:22])=[C:6]([C:8]2[NH:13][C:12](=[O:14])[C:11]([CH2:15][CH3:16])=[C:10]([CH2:17][CH3:18])[N:9]=2)[CH:7]=1.[CH2:23]([N:25]=[C:26]=[O:27])[CH3:24]. The product is [CH2:17]([C:10]1[N:9]=[C:8]([C:6]2[CH:7]=[C:2]([NH:1][C:26]([NH:25][CH2:23][CH3:24])=[O:27])[CH:3]=[CH:4][C:5]=2[O:19][CH2:20][CH2:21][CH3:22])[NH:13][C:12](=[O:14])[C:11]=1[CH2:15][CH3:16])[CH3:18]. The yield is 0.900. (3) The reactants are [Cl:1][C:2]1[CH:34]=[CH:33][CH:32]=[C:31]([C:35]([F:38])([F:37])[F:36])[C:3]=1[C:4]([N:6]1[C:14]2[C:9](=[CH:10][CH:11]=[C:12]([CH2:15][NH:16][S:17]([CH3:20])(=[O:19])=[O:18])[CH:13]=2)[C:8]([C:21]2[CH:30]=[CH:29][C:24]([C:25]([O:27]C)=[O:26])=[CH:23][CH:22]=2)=[N:7]1)=[O:5].O[Li].O. The catalyst is C1COCC1.O. The product is [Cl:1][C:2]1[CH:34]=[CH:33][CH:32]=[C:31]([C:35]([F:38])([F:37])[F:36])[C:3]=1[C:4]([N:6]1[C:14]2[C:9](=[CH:10][CH:11]=[C:12]([CH2:15][NH:16][S:17]([CH3:20])(=[O:19])=[O:18])[CH:13]=2)[C:8]([C:21]2[CH:30]=[CH:29][C:24]([C:25]([OH:27])=[O:26])=[CH:23][CH:22]=2)=[N:7]1)=[O:5]. The yield is 0.800. (4) The reactants are CC([O-])(C)C.[K+].[CH3:7][O:8][CH2:9][O:10][C:11]1[CH:12]=[CH:13][C:14]2[C@@H:15]3[C@@H:23]([CH2:24][C:25](=[O:28])[C:26]=2[CH:27]=1)[C@H:22]1[C@@:18]([CH3:33])([C@@H:19]([O:29][CH2:30][O:31][CH3:32])[CH2:20][CH2:21]1)[CH2:17][CH2:16]3.I[CH2:35][CH2:36][CH2:37][CH2:38][O:39][CH2:40][CH2:41][O:42][CH2:43][CH2:44][O:45][CH2:46][C:47]1[CH:52]=[CH:51][CH:50]=[CH:49][CH:48]=1. The catalyst is C1COCC1. The product is [CH2:46]([O:45][CH2:44][CH2:43][O:42][CH2:41][CH2:40][O:39][CH2:38][CH2:37][CH2:36][CH2:35][C@H:24]1[C@@H:23]2[C@H:15]([CH2:16][CH2:17][C@@:18]3([CH3:33])[C@H:22]2[CH2:21][CH2:20][C@@H:19]3[O:29][CH2:30][O:31][CH3:32])[C:14]2[CH:13]=[CH:12][C:11]([O:10][CH2:9][O:8][CH3:7])=[CH:27][C:26]=2[C:25]1=[O:28])[C:47]1[CH:52]=[CH:51][CH:50]=[CH:49][CH:48]=1. The yield is 0.450. (5) The reactants are Br[CH:2]([C:8]1[CH:13]=[CH:12][CH:11]=[CH:10][CH:9]=1)[C:3]([O:5][CH2:6][CH3:7])=[O:4].[N-:14]=[N+:15]=[N-:16].[Na+].CS(C)=O.O=C1O[C@H]([C@H](CO)O)C([O-])=C1O.[Na+].[C:35]1([C:41]#[CH:42])[CH:40]=[CH:39][CH:38]=[CH:37][CH:36]=1. The catalyst is [Cl-].[Na+].O.S([O-])([O-])(=O)=O.[Cu+2].O. The product is [C:8]1([CH:2]([N:14]2[CH:42]=[C:41]([C:35]3[CH:40]=[CH:39][CH:38]=[CH:37][CH:36]=3)[N:16]=[N:15]2)[C:3]([O:5][CH2:6][CH3:7])=[O:4])[CH:13]=[CH:12][CH:11]=[CH:10][CH:9]=1. The yield is 0.650. (6) The reactants are COC(C1C=C(NS(C2C=CC(C)=CC=2)(=O)=O)C2C(=C(OCC3C=CC=CC=3)C=CC=2)N=1)=O.[C:34]([C:36]1[C:37]([C:50]([OH:52])=[O:51])=[N:38][C:39]2[C:44]([C:45]=1[OH:46])=[CH:43][CH:42]=[CH:41][C:40]=2[N+:47]([O-:49])=[O:48])#[CH:35]. No catalyst specified. The product is [CH2:34]([C:36]1[C:37]([C:50]([OH:52])=[O:51])=[N:38][C:39]2[C:44]([C:45]=1[OH:46])=[CH:43][CH:42]=[CH:41][C:40]=2[N+:47]([O-:49])=[O:48])[CH3:35]. The yield is 0.860. (7) The reactants are [CH3:1][C:2]1([CH3:10])[CH2:8][C:7](=O)[O:6][C:4](=[O:5])[CH2:3]1.[H-].[Al+3].[Li+].[H-].[H-].[H-].O.[OH-].[Na+]. The catalyst is C1COCC1. The product is [CH3:1][C:2]([CH3:10])([CH2:8][CH2:7][OH:6])[CH2:3][CH2:4][OH:5]. The yield is 1.00. (8) The reactants are Cl.CN(C)CCCN=C=NCC.[F:13][C:14]1[CH:22]=[N:21][CH:20]=[CH:19][C:15]=1[C:16]([OH:18])=O.[C:23]([O:27][C:28]([N:30]([CH2:32][CH3:33])[NH2:31])=[O:29])([CH3:26])([CH3:25])[CH3:24]. The catalyst is CN(C)C1C=CN=CC=1.C(Cl)Cl. The product is [C:23]([O:27][C:28]([N:30]([CH2:32][CH3:33])[NH:31][C:16]([C:15]1[CH:19]=[CH:20][N:21]=[CH:22][C:14]=1[F:13])=[O:18])=[O:29])([CH3:26])([CH3:25])[CH3:24]. The yield is 0.330.